Dataset: M1 muscarinic receptor antagonist screen with 61,756 compounds. Task: Binary Classification. Given a drug SMILES string, predict its activity (active/inactive) in a high-throughput screening assay against a specified biological target. (1) The molecule is O(n1c2c([n+]([O-])c(c1=O)C)cccc2)Cc1ncccc1. The result is 0 (inactive). (2) The molecule is P(O)(=O)(CN1CCCCC1)CN1CCCCC1. The result is 0 (inactive).